This data is from Reaction yield outcomes from USPTO patents with 853,638 reactions. The task is: Predict the reaction yield, written as a fraction of the theoretical maximum amount of product (1.0 means a 100% yield; for example, 0.34 means a 34% yield). (1) The reactants are I[C:2]1[CH:7]=[CH:6][N:5]=[C:4]([C:8]([OH:10])=O)[CH:3]=1.[CH3:11]N(C)CCCN=C=NCC.ON1[C:27]2[CH:28]=[CH:29][CH:30]=[CH:31][C:26]=2N=N1.Cl.[CH3:33][O:34][C:35](=[O:38])[CH2:36][NH2:37]. The catalyst is C(Cl)Cl. The product is [CH3:33][O:34][C:35](=[O:38])[CH2:36][NH:37][C:8]([C:4]1[CH:3]=[C:2]([C:30]2[CH:29]=[CH:28][C:27]([CH3:11])=[CH:26][CH:31]=2)[CH:7]=[CH:6][N:5]=1)=[O:10]. The yield is 0.440. (2) The reactants are [C:1]([O:5][C:6]([N:8]1[CH2:12][CH2:11][CH:10]([NH:13][CH2:14][C:15]2[CH:20]=[CH:19][CH:18]=[CH:17][C:16]=2[C:21]2[CH:26]=[CH:25][CH:24]=[CH:23][CH:22]=2)[CH2:9]1)=[O:7])([CH3:4])([CH3:3])[CH3:2].C([O-])([O-])=O.[Cs+].[Cs+].I[CH2:34][CH3:35]. The catalyst is CC#N. The product is [C:1]([O:5][C:6]([N:8]1[CH2:12][CH2:11][C@H:10]([N:13]([CH2:14][C:15]2[CH:20]=[CH:19][CH:18]=[CH:17][C:16]=2[C:21]2[CH:26]=[CH:25][CH:24]=[CH:23][CH:22]=2)[CH2:34][CH3:35])[CH2:9]1)=[O:7])([CH3:4])([CH3:2])[CH3:3]. The yield is 0.661. (3) The reactants are [Cl:1][C:2]1[CH:3]=[N:4][C:5]2[N:6]([N:8]=[C:9]([C:11]([OH:13])=O)[CH:10]=2)[CH:7]=1.[CH3:14][CH:15]1[NH:20][CH2:19][C:18]2[CH:21]=[CH:22][S:23][C:17]=2[CH2:16]1. No catalyst specified. The product is [Cl:1][C:2]1[CH:3]=[N:4][C:5]2[N:6]([N:8]=[C:9]([C:11]([N:20]3[CH:15]([CH3:14])[CH2:16][C:17]4[S:23][CH:22]=[CH:21][C:18]=4[CH2:19]3)=[O:13])[CH:10]=2)[CH:7]=1. The yield is 0.510. (4) The reactants are [CH2:1]([N:8]1[CH2:12][CH:11]([N:13](C(OC(C)(C)C)=O)[CH2:14][C:15]2[CH:20]=[CH:19][C:18]([F:21])=[CH:17][C:16]=2[F:22])[CH2:10][CH:9]1[C:30](O)=[O:31])[C:2]1[CH:7]=[CH:6][CH:5]=[CH:4][CH:3]=1.[CH:33]([N:36]1[CH2:41][CH2:40][NH:39][CH2:38][CH2:37]1)([CH3:35])[CH3:34]. No catalyst specified. The product is [CH2:1]([N:8]1[CH2:12][C@@H:11]([NH:13][CH2:14][C:15]2[CH:20]=[CH:19][C:18]([F:21])=[CH:17][C:16]=2[F:22])[CH2:10][C@H:9]1[C:30]([N:39]1[CH2:40][CH2:41][N:36]([CH:33]([CH3:35])[CH3:34])[CH2:37][CH2:38]1)=[O:31])[C:2]1[CH:7]=[CH:6][CH:5]=[CH:4][CH:3]=1. The yield is 0.0930.